Dataset: Full USPTO retrosynthesis dataset with 1.9M reactions from patents (1976-2016). Task: Predict the reactants needed to synthesize the given product. (1) Given the product [NH2:61][C:58]1[N:59]=[CH:60][C:55]([C:9]2[CH:10]=[C:11]3[C:16]([NH:17][C@@H:18]4[CH2:25][C@@H:21]5[CH2:22][N:23]([C:33](=[O:34])[C:32]([OH:31])([CH3:37])[CH3:36])[CH2:24][C@@H:20]5[C@H:19]4[CH3:26])=[C:15]([C:27]([NH2:29])=[O:28])[CH:14]=[N:13][N:12]3[CH:30]=2)=[CH:56][N:57]=1, predict the reactants needed to synthesize it. The reactants are: OC(C(F)(F)F)=O.Br[C:9]1[CH:10]=[C:11]2[C:16]([NH:17][C@@H:18]3[CH2:25][C@@H:21]4[CH2:22][NH:23][CH2:24][C@@H:20]4[C@H:19]3[CH3:26])=[C:15]([C:27]([NH2:29])=[O:28])[CH:14]=[N:13][N:12]2[CH:30]=1.[OH:31][C:32]([CH3:37])([CH3:36])[C:33](O)=[O:34].C(N(CC)C(C)C)(C)C.CC1(C)C(C)(C)OB([C:55]2[CH:56]=[N:57][C:58]([NH2:61])=[N:59][CH:60]=2)O1.[O-]P([O-])([O-])=O.[K+].[K+].[K+]. (2) Given the product [CH2:80]([O:84][C:49](=[O:48])[C@H:50]([OH:69])[CH2:51][N:52]([CH2:54][C:55]1[CH:60]=[CH:59][C:58]([C:61]2[CH:66]=[C:65]([Cl:67])[CH:64]=[CH:63][C:62]=2[F:68])=[CH:57][CH:56]=1)[NH:53][C:13]([C:4]1[NH:3][C:2](=[O:1])[N:6]([C:7]2[CH:8]=[CH:9][CH:10]=[CH:11][CH:12]=2)[N:5]=1)=[O:15])[CH:81]([CH3:83])[CH3:82], predict the reactants needed to synthesize it. The reactants are: [O:1]=[C:2]1[N:6]([C:7]2[CH:12]=[CH:11][CH:10]=[CH:9][CH:8]=2)[N:5]=[C:4]([C:13]([OH:15])=O)[NH:3]1.CN(C(ON1N=NC2C=CC(=CC1=2)Cl)=[N+](C)C)C.F[P-](F)(F)(F)(F)F.CN(C=O)C.C([O:48][C:49](=O)[C@H:50]([OH:69])[CH2:51][N:52]([CH2:54][C:55]1[CH:60]=[CH:59][C:58]([C:61]2[CH:66]=[C:65]([Cl:67])[CH:64]=[CH:63][C:62]=2[F:68])=[CH:57][CH:56]=1)[NH2:53])C.CCN(C(C)C)C(C)C.[CH2:80]([OH:84])[CH:81]([CH3:83])[CH3:82].Cl.O1CCOCC1. (3) Given the product [C:1]([OH:9])(=[O:8])[C:2]1[CH:7]=[CH:6][CH:5]=[CH:4][CH:3]=1, predict the reactants needed to synthesize it. The reactants are: [C:1]([O:9][C@H](CC1C=C(C)C2C(=CN(COCC[Si](C)(C)C)N=2)C=1)C(OC)=O)(=[O:8])[C:2]1[CH:7]=[CH:6][CH:5]=[CH:4][CH:3]=1.O.[OH-].[Li+]. (4) Given the product [CH3:1][O:2][C:3](=[O:27])[CH2:4][C:5]1[CH:6]=[C:7]([C:13]2[CH:18]=[CH:17][C:16]([C:19]([F:20])([F:22])[F:21])=[CH:15][C:14]=2[CH2:23][N:24]([CH2:25][CH3:26])[C:31](=[O:32])[CH2:30][O:29][CH3:28])[C:8]([O:11][CH3:12])=[CH:9][CH:10]=1, predict the reactants needed to synthesize it. The reactants are: [CH3:1][O:2][C:3](=[O:27])[CH2:4][C:5]1[CH:6]=[C:7]([C:13]2[CH:18]=[CH:17][C:16]([C:19]([F:22])([F:21])[F:20])=[CH:15][C:14]=2[CH2:23][NH:24][CH2:25][CH3:26])[C:8]([O:11][CH3:12])=[CH:9][CH:10]=1.[CH3:28][O:29][CH2:30][C:31](Cl)=[O:32]. (5) Given the product [CH2:1]([O:3][C:4](=[O:25])[CH2:5][C:6]1[CH:7]=[C:8]([C:14]2[CH:19]=[CH:18][C:17]([F:20])=[CH:16][C:15]=2[CH2:21][N:22]([CH2:23][CH3:24])[C:34]([NH:33][CH2:26][C:27]2[CH:32]=[CH:31][CH:30]=[CH:29][CH:28]=2)=[O:35])[C:9]([O:12][CH3:13])=[CH:10][CH:11]=1)[CH3:2], predict the reactants needed to synthesize it. The reactants are: [CH2:1]([O:3][C:4](=[O:25])[CH2:5][C:6]1[CH:7]=[C:8]([C:14]2[CH:19]=[CH:18][C:17]([F:20])=[CH:16][C:15]=2[CH2:21][NH:22][CH2:23][CH3:24])[C:9]([O:12][CH3:13])=[CH:10][CH:11]=1)[CH3:2].[CH2:26]([N:33]=[C:34]=[O:35])[C:27]1[CH:32]=[CH:31][CH:30]=[CH:29][CH:28]=1.